The task is: Predict the reactants needed to synthesize the given product.. This data is from Full USPTO retrosynthesis dataset with 1.9M reactions from patents (1976-2016). (1) Given the product [CH3:17][O:15][C:14](=[O:16])[C@H:6]([CH2:7][C:8]1[CH:13]=[CH:12][CH:11]=[CH:10][CH:9]=1)[NH2:5], predict the reactants needed to synthesize it. The reactants are: O=S(Cl)Cl.[NH2:5][C@H:6]([C:14]([OH:16])=[O:15])[CH2:7][C:8]1[CH:13]=[CH:12][CH:11]=[CH:10][CH:9]=1.[CH3:17]O. (2) The reactants are: [H-].[Na+].[F:3][C:4]([F:37])([F:36])[C:5]1[CH:6]=[C:7]([C:11]2[CH:12]=[C:13]([C:32]([O:34][CH3:35])=[O:33])[C:14]3[NH:15][C:16]4[CH:17]=[C:18]([O:24][S:25]([C:28]([F:31])([F:30])[F:29])(=[O:27])=[O:26])[CH:19]=[CH:20][C:21]=4[C:22]=3[N:23]=2)[CH:8]=[CH:9][CH:10]=1.Br[CH2:39][C:40]1[CH:45]=[CH:44][C:43]([O:46][CH3:47])=[CH:42][CH:41]=1. Given the product [CH3:47][O:46][C:43]1[CH:44]=[CH:45][C:40]([CH2:39][N:15]2[C:16]3[CH:17]=[C:18]([O:24][S:25]([C:28]([F:31])([F:30])[F:29])(=[O:27])=[O:26])[CH:19]=[CH:20][C:21]=3[C:22]3[N:23]=[C:11]([C:7]4[CH:8]=[CH:9][CH:10]=[C:5]([C:4]([F:3])([F:36])[F:37])[CH:6]=4)[CH:12]=[C:13]([C:32]([O:34][CH3:35])=[O:33])[C:14]2=3)=[CH:41][CH:42]=1, predict the reactants needed to synthesize it. (3) The reactants are: Br[C:2]1[CH:7]=[CH:6][C:5]([CH:8]2[CH2:10][CH2:9]2)=[CH:4][CH:3]=1.N12CCCN=C1CCCCC2.[CH2:22]([OH:25])[C:23]#[CH:24]. Given the product [CH:8]1([C:5]2[CH:6]=[CH:7][C:2]([C:24]#[C:23][CH2:22][OH:25])=[CH:3][CH:4]=2)[CH2:10][CH2:9]1, predict the reactants needed to synthesize it. (4) Given the product [CH:9]1[C:10]2[C:5](=[CH:4][CH:3]=[C:2]([CH:26]([C:19]3[C:20]([CH3:25])([CH3:24])[CH2:21][CH2:22][CH2:23][C:18]=3[CH3:17])[OH:27])[CH:11]=2)[CH:6]=[CH:7][N:8]=1, predict the reactants needed to synthesize it. The reactants are: Br[C:2]1[CH:11]=[C:10]2[C:5]([CH:6]=[CH:7][N:8]=[CH:9]2)=[CH:4][CH:3]=1.C([Li])CCC.[CH3:17][C:18]1[CH2:23][CH2:22][CH2:21][C:20]([CH3:25])([CH3:24])[C:19]=1[CH:26]=[O:27]. (5) Given the product [Br:19][C:4]1[C:3]([O:2][CH3:1])=[CH:11][CH:10]=[C:9]2[C:5]=1[CH2:6][C:7](=[O:14])[NH:8]2, predict the reactants needed to synthesize it. The reactants are: [CH3:1][O:2][C:3]1[CH:4]=[C:5]2[C:9](=[CH:10][CH:11]=1)[NH:8][CH:7]=[CH:6]2.C([OH:14])C.C(O)(=O)C.[Br-:19].[Br-].[Br-].[NH+]1C=CC=CC=1.[NH+]1C=CC=CC=1.[NH+]1C=CC=CC=1. (6) The reactants are: [CH3:1][CH:2]([CH3:31])[CH2:3][C@H:4]([NH:21][C:22]1[CH:30]=[CH:29][C:25]([C:26]([OH:28])=O)=[CH:24][N:23]=1)[C:5]1[CH:6]=[N:7][C:8]([C:11]2[CH:16]=[CH:15][C:14]([C:17]([F:20])([F:19])[F:18])=[CH:13][CH:12]=2)=[N:9][CH:10]=1.Cl.CN(C)CCCN=C=NCC.Cl.[CH2:45]([O:47][C:48](=[O:52])[CH2:49][CH2:50][NH2:51])[CH3:46].C(N(CC)CC)C. Given the product [CH2:45]([O:47][C:48](=[O:52])[CH2:49][CH2:50][NH:51][C:26]([C:25]1[CH:24]=[N:23][C:22]([NH:21][C@H:4]([C:5]2[CH:6]=[N:7][C:8]([C:11]3[CH:12]=[CH:13][C:14]([C:17]([F:19])([F:20])[F:18])=[CH:15][CH:16]=3)=[N:9][CH:10]=2)[CH2:3][CH:2]([CH3:31])[CH3:1])=[CH:30][CH:29]=1)=[O:28])[CH3:46], predict the reactants needed to synthesize it.